Predict the reaction yield, written as a fraction of the theoretical maximum amount of product (1.0 means a 100% yield; for example, 0.34 means a 34% yield). From a dataset of Reaction yield outcomes from USPTO patents with 853,638 reactions. (1) The reactants are [C:1]([O:9][CH2:10][CH:11]1[CH2:13][O:12]1)(=[O:8])[C:2]1[CH:7]=[CH:6][CH:5]=[CH:4][CH:3]=1.[OH:14][C:15]1[CH:16]=[C:17]([CH2:22][C@H:23]([NH:27][C:28]([O:30][C:31]([CH3:34])([CH3:33])[CH3:32])=[O:29])[C:24]([OH:26])=[O:25])[CH:18]=[CH:19][C:20]=1[OH:21]. The catalyst is [Br-].C([N+](CCCC)(CCCC)CCCC)CCC.C1(C)C=CC=CC=1. The product is [OH:14][C:15]1[CH:16]=[C:17]([CH2:22][C@H:23]([NH:27][C:28]([O:30][C:31]([CH3:34])([CH3:33])[CH3:32])=[O:29])[C:24]([O:26][CH2:13][CH:11]([OH:12])[CH2:10][O:9][C:1]([C:2]2[CH:7]=[CH:6][CH:5]=[CH:4][CH:3]=2)=[O:8])=[O:25])[CH:18]=[CH:19][C:20]=1[OH:21]. The yield is 0.260. (2) The reactants are [NH2:1][C:2]1[CH:7]=[CH:6][C:5]([S:8][C:9]2[CH:18]=[CH:17][C:12]([C:13]([O:15][CH3:16])=[O:14])=[CH:11][C:10]=2[N+:19]([O-:21])=[O:20])=[CH:4][C:3]=1[F:22].N1C=CC=CC=1.Cl[C:30]([O:32][CH2:33][C:34]([Cl:37])([Cl:36])[Cl:35])=[O:31]. The catalyst is C(Cl)Cl. The product is [F:22][C:3]1[CH:4]=[C:5]([S:8][C:9]2[CH:18]=[CH:17][C:12]([C:13]([O:15][CH3:16])=[O:14])=[CH:11][C:10]=2[N+:19]([O-:21])=[O:20])[CH:6]=[CH:7][C:2]=1[NH:1][C:30]([O:32][CH2:33][C:34]([Cl:37])([Cl:36])[Cl:35])=[O:31]. The yield is 0.930.